This data is from Catalyst prediction with 721,799 reactions and 888 catalyst types from USPTO. The task is: Predict which catalyst facilitates the given reaction. (1) Reactant: [Cl:1][C:2]1[CH:23]=[CH:22][C:5]2[C:6](=[CH:14][C:15]3[CH:16]=[C:17]([NH2:21])[CH:18]=[CH:19][CH:20]=3)[C:7]3[CH:8]=[CH:9][S:10][C:11]=3[CH2:12][CH2:13][C:4]=2[CH:3]=1.[Li]CCCC.[Cl:29]C(Cl)(Cl)C(Cl)(Cl)Cl. Product: [Cl:29][C:9]1[S:10][C:11]2[CH2:12][CH2:13][C:4]3[CH:3]=[C:2]([Cl:1])[CH:23]=[CH:22][C:5]=3[C:6](=[CH:14][C:15]3[CH:16]=[C:17]([NH2:21])[CH:18]=[CH:19][CH:20]=3)[C:7]=2[CH:8]=1. The catalyst class is: 1. (2) Reactant: [F:1][C:2]1([F:28])[CH2:5][N:4]([CH:6]2[CH2:11][CH2:10][CH:9]([C:12]3[C:20]4[C:15](=[CH:16][CH:17]=[CH:18][CH:19]=4)[N:14]([C:21]4[CH:27]=[CH:26][C:24]([NH2:25])=[CH:23][CH:22]=4)[CH:13]=3)[CH2:8][CH2:7]2)[CH2:3]1.O=C(Cl)[O:31][C:32](Cl)(Cl)Cl.C(N(CC)CC)C.[N:44]1[CH:49]=[CH:48][CH:47]=[C:46]([CH2:50][NH2:51])[CH:45]=1. Product: [F:28][C:2]1([F:1])[CH2:5][N:4]([CH:6]2[CH2:11][CH2:10][CH:9]([C:12]3[C:20]4[C:15](=[CH:16][CH:17]=[CH:18][CH:19]=4)[N:14]([C:21]4[CH:27]=[CH:26][C:24]([NH:25][C:32]([NH:51][CH2:50][C:46]5[CH:45]=[N:44][CH:49]=[CH:48][CH:47]=5)=[O:31])=[CH:23][CH:22]=4)[CH:13]=3)[CH2:8][CH2:7]2)[CH2:3]1. The catalyst class is: 2. (3) Reactant: [CH3:1][O:2][C:3](=[O:15])[CH:4](Cl)[C:5]([C:7]1[CH:12]=[CH:11][C:10]([F:13])=[CH:9][CH:8]=1)=O.[C:16]([NH2:19])(=[S:18])[CH3:17]. Product: [CH3:1][O:2][C:3]([C:4]1[S:18][C:16]([CH3:17])=[N:19][C:5]=1[C:7]1[CH:12]=[CH:11][C:10]([F:13])=[CH:9][CH:8]=1)=[O:15]. The catalyst class is: 14. (4) Reactant: [Br:1][C:2]1[C:7]([CH3:8])=[CH:6][C:5]([NH:9][CH:10]2[CH2:15][CH2:14][N:13]([C@H:16]3[CH2:21][CH2:20][C@H:19]([O:22][CH2:23][CH3:24])[CH2:18][CH2:17]3)[CH2:12][CH2:11]2)=[C:4]([N+:25]([O-])=O)[CH:3]=1.O.NN. Product: [Br:1][C:2]1[CH:3]=[C:4]([NH2:25])[C:5]([NH:9][CH:10]2[CH2:15][CH2:14][N:13]([C@H:16]3[CH2:21][CH2:20][C@H:19]([O:22][CH2:23][CH3:24])[CH2:18][CH2:17]3)[CH2:12][CH2:11]2)=[CH:6][C:7]=1[CH3:8]. The catalyst class is: 171. (5) The catalyst class is: 1. Reactant: [CH2:1]([O:3][C:4]([C:6]1([OH:9])[CH2:8][CH2:7]1)=[O:5])[CH3:2].[H-].[Na+].C1OCCOCCOCCOCCOC1.[Br:27][C:28]1[CH:33]=[CH:32][C:31](O)=[C:30]([N+:35]([O-:37])=[O:36])[C:29]=1F. Product: [CH2:1]([O:3][C:4]([C:6]1([O:9][C:31]2[CH:32]=[CH:33][C:28]([Br:27])=[CH:29][C:30]=2[N+:35]([O-:37])=[O:36])[CH2:8][CH2:7]1)=[O:5])[CH3:2]. (6) Reactant: Cl[C:2]([O:4][CH:5]([Cl:7])[CH3:6])=[O:3].N1C=CC=CC=1.[CH3:14][O:15][C:16]1[CH:17]=[C:18]2[C:23](=[CH:24][CH:25]=1)[CH:22]=[C:21]([CH:26]([CH3:38])[C:27]([O:29][CH2:30][C:31]([O:33][CH2:34][CH2:35][CH2:36][OH:37])=[O:32])=[O:28])[CH:20]=[CH:19]2. Product: [CH3:14][O:15][C:16]1[CH:17]=[C:18]2[C:23](=[CH:24][CH:25]=1)[CH:22]=[C:21]([C@H:26]([CH3:38])[C:27]([O:29][CH2:30][C:31]([O:33][CH2:34][CH2:35][CH2:36][O:37][C:2]([O:4][CH:5]([Cl:7])[CH3:6])=[O:3])=[O:32])=[O:28])[CH:20]=[CH:19]2. The catalyst class is: 2. (7) Reactant: [S:1]([NH2:5])([NH2:4])(=[O:3])=[O:2].[N:6]1([C:12]([O:14][C:15]([CH3:18])([CH3:17])[CH3:16])=[O:13])[CH2:11][CH2:10]N[CH2:8][CH2:7]1. Product: [NH2:4][S:1]([N:5]1[CH2:10][CH2:11][N:6]([C:12]([O:14][C:15]([CH3:17])([CH3:16])[CH3:18])=[O:13])[CH2:7][CH2:8]1)(=[O:3])=[O:2]. The catalyst class is: 12.